This data is from Full USPTO retrosynthesis dataset with 1.9M reactions from patents (1976-2016). The task is: Predict the reactants needed to synthesize the given product. Given the product [CH2:13]([O:15][C:16](=[O:36])[CH:17]=[C:18]([C:2]1[CH:3]=[C:4]2[C:8](=[C:9]([O:11][CH3:12])[CH:10]=1)[NH:7][CH:6]=[CH:5]2)[C:19]1[CH:24]=[CH:23][CH:22]=[CH:21][CH:20]=1)[CH3:14], predict the reactants needed to synthesize it. The reactants are: Br[C:2]1[CH:3]=[C:4]2[C:8](=[C:9]([O:11][CH3:12])[CH:10]=1)[NH:7][CH:6]=[CH:5]2.[CH2:13]([O:15][C:16](=[O:36])[CH:17]=[C:18](C1C=CC(OC)=C2C=1C=CN2)[C:19]1[CH:24]=[CH:23][CH:22]=[CH:21][CH:20]=1)[CH3:14].